From a dataset of Full USPTO retrosynthesis dataset with 1.9M reactions from patents (1976-2016). Predict the reactants needed to synthesize the given product. (1) Given the product [C:2]1([C:31]2[CH:36]=[CH:35][CH:34]=[CH:33][CH:32]=2)[CH:7]=[CH:6][C:5]([CH2:8][CH2:9][C:10]([N:12]([CH:22]([CH3:24])[CH3:23])[NH:13][C:14](=[O:21])[C:15]2[CH:20]=[CH:19][CH:18]=[CH:17][CH:16]=2)=[O:11])=[CH:4][CH:3]=1, predict the reactants needed to synthesize it. The reactants are: Br[C:2]1[CH:7]=[CH:6][C:5]([CH2:8][CH2:9][C:10]([N:12]([CH:22]([CH3:24])[CH3:23])[NH:13][C:14](=[O:21])[C:15]2[CH:20]=[CH:19][CH:18]=[CH:17][CH:16]=2)=[O:11])=[CH:4][CH:3]=1.C([O-])([O-])=O.[Na+].[Na+].[C:31]1(B(O)O)[CH:36]=[CH:35][CH:34]=[CH:33][CH:32]=1. (2) Given the product [CH3:18][N:19]1[CH2:24][CH2:23][N:22]([C:8]2[O:9][C:10]3[CH:16]=[CH:15][C:14]([CH3:17])=[CH:13][C:11]=3[N:12]=2)[CH2:21][CH2:20]1, predict the reactants needed to synthesize it. The reactants are: P(Cl)(Cl)(Cl)(Cl)Cl.S[C:8]1[O:9][C:10]2[CH:16]=[CH:15][C:14]([CH3:17])=[CH:13][C:11]=2[N:12]=1.[CH3:18][N:19]1[CH2:24][CH2:23][NH:22][CH2:21][CH2:20]1. (3) Given the product [Cl:24][C:22]1[CH:23]=[C:18]2[N:17]([CH2:25][CH3:26])[C:16](=[O:27])[N:15]([C:12]3[CH:13]=[CH:14][C:9]([OH:8])=[CH:10][CH:11]=3)[C:19]2=[N:20][CH:21]=1, predict the reactants needed to synthesize it. The reactants are: C([O:8][C:9]1[CH:14]=[CH:13][C:12]([N:15]2[C:19]3=[N:20][CH:21]=[C:22]([Cl:24])[CH:23]=[C:18]3[N:17]([CH2:25][CH3:26])[C:16]2=[O:27])=[CH:11][CH:10]=1)C1C=CC=CC=1. (4) Given the product [CH:30]1([CH2:29][O:28][C:22]2[CH:23]=[C:24]([F:27])[CH:25]=[CH:26][C:21]=2[C:20]2[C:15]3[NH:14][C:13]([CH3:33])=[C:12]([C:10]([NH:9][C@H:6]4[CH2:7][CH2:8][C@H:3]([NH:2][C:34](=[O:37])[CH2:35][CH3:36])[CH2:4][CH2:5]4)=[O:11])[C:16]=3[N:17]=[CH:18][N:19]=2)[CH2:31][CH2:32]1, predict the reactants needed to synthesize it. The reactants are: Cl.[NH2:2][C@H:3]1[CH2:8][CH2:7][C@H:6]([NH:9][C:10]([C:12]2[C:16]3[N:17]=[CH:18][N:19]=[C:20]([C:21]4[CH:26]=[CH:25][C:24]([F:27])=[CH:23][C:22]=4[O:28][CH2:29][CH:30]4[CH2:32][CH2:31]4)[C:15]=3[NH:14][C:13]=2[CH3:33])=[O:11])[CH2:5][CH2:4]1.[C:34](Cl)(=[O:37])[CH2:35][CH3:36].